This data is from Forward reaction prediction with 1.9M reactions from USPTO patents (1976-2016). The task is: Predict the product of the given reaction. Given the reactants [CH2:1]1[C:4]2([CH2:8][CH:7]([C:9]([O:11]CC)=[O:10])[CH2:6][N:5]2[C:14]([O:16][C:17]([CH3:20])([CH3:19])[CH3:18])=[O:15])[CH2:3][O:2]1.O.[OH-].[Li+], predict the reaction product. The product is: [C:17]([O:16][C:14]([N:5]1[CH2:6][CH:7]([C:9]([OH:11])=[O:10])[CH2:8][C:4]21[CH2:3][O:2][CH2:1]2)=[O:15])([CH3:20])([CH3:18])[CH3:19].